From a dataset of Full USPTO retrosynthesis dataset with 1.9M reactions from patents (1976-2016). Predict the reactants needed to synthesize the given product. (1) Given the product [C:26]([O:25][C:23]([N:18]1[CH2:19][CH2:20][C:21](=[O:22])[CH:16]([C:3]2[CH:4]=[CH:5][C:6]([C:38]3[CH:43]=[CH:42][CH:41]=[CH:40][C:39]=3[CH2:44][CH2:45][NH:46][C:47]([O:48][CH2:49][C:50]3[CH:51]=[CH:52][CH:53]=[CH:54][CH:55]=3)=[O:56])=[CH:7][C:2]=2[CH3:1])[CH2:17]1)=[O:24])([CH3:28])([CH3:29])[CH3:27], predict the reactants needed to synthesize it. The reactants are: [CH3:1][C:2]1[CH:7]=[C:6](OS(C(F)(F)F)(=O)=O)[CH:5]=[CH:4][C:3]=1[CH:16]1[C:21](=[O:22])[CH2:20][CH2:19][N:18]([C:23]([O:25][C:26]([CH3:29])([CH3:28])[CH3:27])=[O:24])[CH2:17]1.CC1(C)C(C)(C)OB([C:38]2[CH:43]=[CH:42][CH:41]=[CH:40][C:39]=2[CH2:44][CH2:45][NH:46][C:47](=[O:56])[O:48][CH2:49][C:50]2[CH:55]=[CH:54][CH:53]=[CH:52][CH:51]=2)O1.N#N.C1(P(C2CCCCC2)C2C=CC=CC=2C2C(OC)=CC=CC=2OC)CCCCC1.[O-]P([O-])([O-])=O.[K+].[K+].[K+]. (2) Given the product [C:1]([O:5][C:6]([N:8]1[C:13]2[CH:14]=[C:15]([Cl:21])[C:16]([N:18]([CH3:20])[CH3:19])=[CH:17][C:12]=2[O:11][CH:10]([C:22]([N:60]2[CH2:61][CH2:62][C:57]([C:63]#[N:64])([C:56]([F:55])([F:72])[C:65]3[CH:70]=[CH:69][C:68]([F:71])=[CH:67][CH:66]=3)[CH2:58][CH2:59]2)=[O:23])[CH2:9]1)=[O:7])([CH3:2])([CH3:4])[CH3:3], predict the reactants needed to synthesize it. The reactants are: [C:1]([O:5][C:6]([N:8]1[C:13]2[CH:14]=[C:15]([Cl:21])[C:16]([N:18]([CH3:20])[CH3:19])=[CH:17][C:12]=2[O:11][CH:10]([C:22](O)=[O:23])[CH2:9]1)=[O:7])([CH3:4])([CH3:3])[CH3:2].CCN(C(C)C)C(C)C.CCN=C=NCCCN(C)C.C1C=CC2N(O)N=NC=2C=1.[F:55][C:56]([F:72])([C:65]1[CH:70]=[CH:69][C:68]([F:71])=[CH:67][CH:66]=1)[C:57]1([C:63]#[N:64])[CH2:62][CH2:61][NH:60][CH2:59][CH2:58]1. (3) Given the product [Cl:17][C:18]1[CH:19]=[CH:20][C:21]([O:22][CH2:23][C:24]2[CH:31]=[CH:30][C:27]([CH2:28][NH:29][C:4]3[C:5](=[O:16])[C:6](=[O:15])[C:7]=3[NH:8][C:9]3[CH:10]=[N:11][CH:12]=[CH:13][CH:14]=3)=[CH:26][CH:25]=2)=[CH:32][CH:33]=1, predict the reactants needed to synthesize it. The reactants are: C(O[C:4]1[C:5](=[O:16])[C:6](=[O:15])[C:7]=1[NH:8][C:9]1[CH:10]=[N:11][CH:12]=[CH:13][CH:14]=1)C.[Cl:17][C:18]1[CH:33]=[CH:32][C:21]([O:22][CH2:23][C:24]2[CH:31]=[CH:30][C:27]([CH2:28][NH2:29])=[CH:26][CH:25]=2)=[CH:20][CH:19]=1. (4) Given the product [F:29][C:26]1[CH:25]=[CH:24][C:23]([CH2:22][N:20]([CH3:21])[C:18](=[O:19])[C@@H:17]([NH:16][C:11]([C:9]2[S:10][C:6]3[CH:5]=[C:4]([N+:1]([O-:3])=[O:2])[CH:15]=[CH:14][C:7]=3[N:8]=2)=[O:13])[C:30]2[CH:35]=[CH:34][CH:33]=[CH:32][CH:31]=2)=[CH:28][CH:27]=1, predict the reactants needed to synthesize it. The reactants are: [N+:1]([C:4]1[CH:15]=[CH:14][C:7]2[N:8]=[C:9]([C:11]([OH:13])=O)[S:10][C:6]=2[CH:5]=1)([O-:3])=[O:2].[NH2:16][C@@H:17]([C:30]1[CH:35]=[CH:34][CH:33]=[CH:32][CH:31]=1)[C:18]([N:20]([CH2:22][C:23]1[CH:28]=[CH:27][C:26]([F:29])=[CH:25][CH:24]=1)[CH3:21])=[O:19].CN(C(ON1N=NC2C=CC=NC1=2)=[N+](C)C)C.F[P-](F)(F)(F)(F)F.CCN(C(C)C)C(C)C. (5) Given the product [CH3:11][O:12][C:13]1[C:31]([O:32][CH3:33])=[C:30]([O:34][CH3:35])[CH:29]=[C:28]([CH3:36])[C:14]=1[C:15]([C:17]1[C:22]([C:23]([F:26])([F:25])[F:24])=[CH:21][N:20]=[CH:19][C:18]=1[O:2][CH3:1])=[O:16], predict the reactants needed to synthesize it. The reactants are: [CH3:1][O-:2].[Na+].C1(C)C=CC=CC=1.[CH3:11][O:12][C:13]1[C:31]([O:32][CH3:33])=[C:30]([O:34][CH3:35])[CH:29]=[C:28]([CH3:36])[C:14]=1[C:15]([C:17]1[C:22]([C:23]([F:26])([F:25])[F:24])=[CH:21][N:20]=[CH:19][C:18]=1Cl)=[O:16].CN(C)P(=O)(N(C)C)N(C)C. (6) The reactants are: [CH3:1][S:2]([C:5]1[CH:6]=[CH:7][C:8]([Sn](C)(C)C)=[C:9]([C:11]([N:13]2[CH2:18][CH2:17][N:16]([C:19]3[CH:24]=[CH:23][C:22]([C:25]([F:28])([F:27])[F:26])=[CH:21][CH:20]=3)[CH2:15][CH2:14]2)=[O:12])[CH:10]=1)(=[O:4])=[O:3].I[C:34]1[S:35][CH:36]=[C:37]([CH3:39])[N:38]=1.C1([As](C2C=CC=CC=2)C2C=CC=CC=2)C=CC=CC=1. Given the product [CH3:1][S:2]([C:5]1[CH:6]=[CH:7][C:8]([C:34]2[S:35][CH:36]=[C:37]([CH3:39])[N:38]=2)=[C:9]([C:11]([N:13]2[CH2:18][CH2:17][N:16]([C:19]3[CH:24]=[CH:23][C:22]([C:25]([F:28])([F:27])[F:26])=[CH:21][CH:20]=3)[CH2:15][CH2:14]2)=[O:12])[CH:10]=1)(=[O:4])=[O:3], predict the reactants needed to synthesize it.